From a dataset of Forward reaction prediction with 1.9M reactions from USPTO patents (1976-2016). Predict the product of the given reaction. (1) The product is: [N:12]1([CH2:15][CH2:16][O:18][C:23]2[CH:22]=[CH:7][C:6]([B:4]3[O:5][C:6]([CH3:8])([CH3:7])[C:2]([CH3:9])([CH3:1])[O:3]3)=[CH:2][CH:1]=2)[CH2:13][CH2:14][CH2:11][CH2:10]1. Given the reactants [CH3:1][C:2]1([CH3:9])[C:6]([CH3:8])([CH3:7])[O:5][BH:4][O:3]1.[CH2:10]([N:12]([CH2:15][CH3:16])[CH2:13][CH3:14])[CH3:11].O.[O:18]1[CH2:23][CH2:22]OCC1, predict the reaction product. (2) Given the reactants O.[C:2]([NH:12][NH2:13])(=[O:11])[CH2:3][CH2:4][CH2:5][CH2:6][C:7]([NH:9][NH2:10])=[O:8], predict the reaction product. The product is: [CH:2](=[N:10][NH:9][C:7](=[O:8])[CH2:6][CH2:5][CH2:4][CH2:3][C:2]([NH:12][N:13]=[CH:5][CH2:6][CH3:7])=[O:11])[CH2:3][CH3:4]. (3) Given the reactants [CH3:1][C:2]1[C:10]2[N:9]=[C:8]([C:11](Cl)(Cl)Cl)[NH:7][C:6]=2[CH:5]=[CH:4][CH:3]=1.[CH2:15]([N:17]1[CH2:22][CH2:21][NH:20][CH2:19][CH2:18]1)[CH3:16].C1C[O:26]CC1, predict the reaction product. The product is: [CH2:15]([N:17]1[CH2:22][CH2:21][N:20]([C:11]([C:8]2[NH:7][C:6]3[CH:5]=[CH:4][CH:3]=[C:2]([CH3:1])[C:10]=3[N:9]=2)=[O:26])[CH2:19][CH2:18]1)[CH3:16]. (4) The product is: [Br:12][C:13]1[CH:18]=[C:17]([N:1]2[C:5]3=[N:6][CH:7]=[CH:8][CH:9]=[C:4]3[C:3]([C:10]#[N:11])=[CH:2]2)[CH:16]=[CH:15][CH:14]=1. Given the reactants [NH:1]1[C:5]2=[N:6][CH:7]=[CH:8][CH:9]=[C:4]2[C:3]([C:10]#[N:11])=[CH:2]1.[Br:12][C:13]1[CH:14]=[C:15](B(O)O)[CH:16]=[CH:17][CH:18]=1, predict the reaction product. (5) The product is: [Br:1][C:2]1[CH:10]=[CH:9][CH:8]=[C:7]2[C:3]=1[CH:4]=[C:5]([C:11]([O:13][CH2:14][CH3:15])=[O:12])[N:6]2[CH2:17][CH2:18][CH2:19][O:20][C:21]1[C:30]2[C:25](=[CH:26][CH:27]=[CH:28][CH:29]=2)[CH:24]=[CH:23][CH:22]=1. Given the reactants [Br:1][C:2]1[CH:10]=[CH:9][CH:8]=[C:7]2[C:3]=1[CH:4]=[C:5]([C:11]([O:13][CH2:14][CH3:15])=[O:12])[NH:6]2.Br[CH2:17][CH2:18][CH2:19][O:20][C:21]1[C:30]2[C:25](=[CH:26][CH:27]=[CH:28][CH:29]=2)[CH:24]=[CH:23][CH:22]=1.C([O-])([O-])=O.[Cs+].[Cs+], predict the reaction product. (6) Given the reactants C1CCN2C(=NCCC2)CC1.[F:12][C:13]([F:22])([F:21])[CH:14]1[CH2:19][CH2:18][C:17](=O)[CH2:16][CH2:15]1.[CH3:23][O:24][C:25](=[O:44])[CH:26](P(OC)(OC)=O)[NH:27][C:28]([O:30][CH2:31][C:32]1[CH:37]=[CH:36][CH:35]=[CH:34][CH:33]=1)=[O:29].CCCCCC.C(OCC)(=O)C, predict the reaction product. The product is: [C:32]1([CH2:31][O:30][C:28]([NH:27][C:26](=[C:17]2[CH2:18][CH2:19][CH:14]([C:13]([F:22])([F:21])[F:12])[CH2:15][CH2:16]2)[C:25]([O:24][CH3:23])=[O:44])=[O:29])[CH:33]=[CH:34][CH:35]=[CH:36][CH:37]=1.